This data is from Full USPTO retrosynthesis dataset with 1.9M reactions from patents (1976-2016). The task is: Predict the reactants needed to synthesize the given product. (1) Given the product [CH:19]1[C:20]2[C:25](=[CH:24][CH:23]=[CH:22][CH:21]=2)[CH:26]=[CH:27][C:18]=1[S:15]([N:7]1[CH:6]([C:4]([OH:5])=[O:3])[C@H:13]2[CH2:14][CH:8]1[CH2:9][CH2:10][CH2:11][CH2:12]2)(=[O:17])=[O:16], predict the reactants needed to synthesize it. The reactants are: C([O:3][C:4]([CH:6]1[C@H:13]2[CH2:14][CH:8]([CH2:9][CH2:10][CH2:11][CH2:12]2)[N:7]1[S:15]([C:18]1[CH:27]=[CH:26][C:25]2[C:20](=[CH:21][CH:22]=[CH:23][CH:24]=2)[CH:19]=1)(=[O:17])=[O:16])=[O:5])C.[OH-].[Li+]. (2) Given the product [N+:19]([C:22]1[N:23]=[C:24]2[N:29]([CH:30]=1)[CH2:28][CH2:27][C@H:26]([CH2:31][O:32][C:33]1[CH:38]=[CH:37][C:36]([N:39]3[CH2:44][CH2:43][CH:42]([NH:61][C:58]4[CH:57]=[CH:56][C:55]([O:54][CH2:53][C:52]5[CH:62]=[CH:63][C:49]([O:48][C:47]([F:46])([F:64])[F:65])=[CH:50][CH:51]=5)=[CH:60][CH:59]=4)[CH2:41][CH2:40]3)=[CH:35][CH:34]=1)[O:25]2)([O-:21])=[O:20], predict the reactants needed to synthesize it. The reactants are: C(O[BH-](OC(=O)C)OC(=O)C)(=O)C.[Na+].C(O)(=O)C.[N+:19]([C:22]1[N:23]=[C:24]2[N:29]([CH:30]=1)[CH2:28][CH2:27][C@H:26]([CH2:31][O:32][C:33]1[CH:38]=[CH:37][C:36]([N:39]3[CH2:44][CH2:43][C:42](=O)[CH2:41][CH2:40]3)=[CH:35][CH:34]=1)[O:25]2)([O-:21])=[O:20].[F:46][C:47]([F:65])([F:64])[O:48][C:49]1[CH:63]=[CH:62][C:52]([CH2:53][O:54][C:55]2[CH:60]=[CH:59][C:58]([NH2:61])=[CH:57][CH:56]=2)=[CH:51][CH:50]=1. (3) Given the product [F:33][C:34]1([F:41])[CH2:38][N:37]([C:19]([CH:16]2[CH2:15][CH2:14][N:13]([C:8]3[CH:9]=[N:10][CH:11]=[CH:12][C:7]=3[N:5]3[CH:6]=[C:2]([CH3:1])[CH:3]=[N:4]3)[CH2:18][CH2:17]2)=[O:21])[C@@H:36]([C:39]#[N:40])[CH2:35]1, predict the reactants needed to synthesize it. The reactants are: [CH3:1][C:2]1[CH:3]=[N:4][N:5]([C:7]2[CH:12]=[CH:11][N:10]=[CH:9][C:8]=2[N:13]2[CH2:18][CH2:17][CH:16]([C:19]([OH:21])=O)[CH2:15][CH2:14]2)[CH:6]=1.CC1C=CC(S(O)(=O)=O)=CC=1.[F:33][C:34]1([F:41])[CH2:38][NH:37][C@@H:36]([C:39]#[N:40])[CH2:35]1.CN(C(ON1N=NC2C=CC=NC1=2)=[N+](C)C)C.F[P-](F)(F)(F)(F)F.CCN(C(C)C)C(C)C. (4) Given the product [CH3:9][O:10][C:11](=[O:33])[CH:12]([NH:20][C:21]([O:23][CH2:24][C:25]1[CH:30]=[CH:29][C:28]([CH2:31][O:8][C:5]2[CH:6]=[CH:7][C:2]([F:1])=[CH:3][CH:4]=2)=[CH:27][CH:26]=1)=[O:22])[CH2:13][C:14]1[CH:15]=[CH:16][CH:17]=[CH:18][CH:19]=1, predict the reactants needed to synthesize it. The reactants are: [F:1][C:2]1[CH:7]=[CH:6][C:5]([OH:8])=[CH:4][CH:3]=1.[CH3:9][O:10][C:11](=[O:33])[CH:12]([NH:20][C:21]([O:23][CH2:24][C:25]1[CH:30]=[CH:29][C:28]([CH2:31]Cl)=[CH:27][CH:26]=1)=[O:22])[CH2:13][C:14]1[CH:19]=[CH:18][CH:17]=[CH:16][CH:15]=1.C(=O)([O-])[O-].[Cs+].[Cs+]. (5) Given the product [C:1]([C:4]1[C:22](=[O:23])[C@@:8]2([CH3:24])[C:9]3[C:15]([OH:16])=[CH:14][C:13]([O:17][CH3:18])=[C:12]([C:19]([NH:21][CH2:40][C:29]4[C:30]5[C:35](=[CH:34][C:33]([F:38])=[C:32]([F:39])[CH:31]=5)[CH:36]=[CH:37][C:28]=4[CH2:26][CH3:27])=[O:20])[C:10]=3[O:11][C:7]2=[CH:6][C:5]=1[OH:25])(=[O:3])[CH3:2], predict the reactants needed to synthesize it. The reactants are: [C:1]([C:4]1[C:22](=[O:23])[C@@:8]2([CH3:24])[C:9]3[C:15]([OH:16])=[CH:14][C:13]([O:17][CH3:18])=[C:12]([C:19]([NH2:21])=[O:20])[C:10]=3[O:11][C:7]2=[CH:6][C:5]=1[OH:25])(=[O:3])[CH3:2].[CH2:26]([C:28]1[CH:37]=[CH:36][C:35]2[C:30](=[CH:31][C:32]([F:39])=[C:33]([F:38])[CH:34]=2)[C:29]=1[CH:40]=O)[CH3:27].C([SiH](CC)CC)C.FC(F)(F)C(O)=O. (6) Given the product [CH3:1][O:2][C:3](=[O:12])[C:4]1[CH:9]=[CH:8][C:7]([F:10])=[C:6]([O:11][C:20]2[CH:19]=[CH:18][N:17]=[C:16]([Cl:15])[CH:21]=2)[CH:5]=1, predict the reactants needed to synthesize it. The reactants are: [CH3:1][O:2][C:3](=[O:12])[C:4]1[CH:9]=[CH:8][C:7]([F:10])=[C:6]([OH:11])[CH:5]=1.[H-].[Na+].[Cl:15][C:16]1[CH:21]=[C:20]([N+]([O-])=O)[CH:19]=[CH:18][N:17]=1.O. (7) Given the product [CH3:21][C:20]1[N:19]=[C:17]([C:16]2[CH:15]=[C:14]([CH:26]=[CH:25][CH:24]=2)[O:13][C:10]2[CH:11]=[CH:12][C:7]3[O:6][CH2:5][CH2:4][NH:3][S:2](=[O:27])(=[O:1])[C:8]=3[CH:9]=2)[O:23][N:22]=1, predict the reactants needed to synthesize it. The reactants are: [O:1]=[S:2]1(=[O:27])[C:8]2[CH:9]=[C:10]([O:13][C:14]3[CH:15]=[C:16]([CH:24]=[CH:25][CH:26]=3)[C:17]([NH:19]/[C:20](=[N:22]\[OH:23])/[CH3:21])=O)[CH:11]=[CH:12][C:7]=2[O:6][CH2:5][CH2:4][NH:3]1.C1(C)C=CC(S(O)(=O)=O)=CC=1.